From a dataset of Forward reaction prediction with 1.9M reactions from USPTO patents (1976-2016). Predict the product of the given reaction. (1) Given the reactants [CH2:1]([NH:3][C:4]1[CH:8]=[C:7]([C:9]2[CH:14]=[CH:13][N:12]=[CH:11][CH:10]=2)[S:6][C:5]=1[C:15]([O:17]C)=[O:16])[CH3:2].C[O-].[Na+].CO.Cl, predict the reaction product. The product is: [CH2:1]([NH:3][C:4]1[CH:8]=[C:7]([C:9]2[CH:14]=[CH:13][N:12]=[CH:11][CH:10]=2)[S:6][C:5]=1[C:15]([OH:17])=[O:16])[CH3:2]. (2) The product is: [O:25]=[S:22]1[CH2:23][CH2:24][C:20]([NH:26][C:35]([C:33]2[CH:34]=[N:29][CH:30]=[N:31][CH:32]=2)=[O:36])([C:18](=[O:19])[NH:17][CH2:16][C:13]2[CH:12]=[CH:11][C:10]([NH:9][C:4]3[CH:5]=[CH:6][CH:7]=[CH:8][C:3]=3[C:2]([F:27])([F:1])[F:28])=[CH:15][N:14]=2)[CH2:21]1. Given the reactants [F:1][C:2]([F:28])([F:27])[C:3]1[CH:8]=[CH:7][CH:6]=[CH:5][C:4]=1[NH:9][C:10]1[CH:11]=[CH:12][C:13]([CH2:16][NH:17][C:18]([C:20]2([NH2:26])[CH2:24][CH2:23][S:22](=[O:25])[CH2:21]2)=[O:19])=[N:14][CH:15]=1.[N:29]1[CH:34]=[C:33]([C:35](O)=[O:36])[CH:32]=[N:31][CH:30]=1, predict the reaction product.